Dataset: Forward reaction prediction with 1.9M reactions from USPTO patents (1976-2016). Task: Predict the product of the given reaction. (1) The product is: [CH3:18][C:15]1([CH3:19])[CH2:16][O:17][B:12]([C:2]2[CH:8]=[CH:7][C:6]([N+:9]([O-:11])=[O:10])=[CH:5][C:3]=2[NH2:4])[O:13][CH2:14]1. Given the reactants Br[C:2]1[CH:8]=[CH:7][C:6]([N+:9]([O-:11])=[O:10])=[CH:5][C:3]=1[NH2:4].[B:12]1([B:12]2[O:17][CH2:16][C:15]([CH3:19])([CH3:18])[CH2:14][O:13]2)[O:17][CH2:16][C:15]([CH3:19])([CH3:18])[CH2:14][O:13]1.C([O-])(=O)C.[K+], predict the reaction product. (2) Given the reactants [Cl:1][C:2]1[N:7]=[C:6]2[CH:8]=[C:9]([C:11]([O:13]C)=[O:12])[S:10][C:5]2=[N:4][CH:3]=1.[OH-].[Na+], predict the reaction product. The product is: [Cl:1][C:2]1[N:7]=[C:6]2[CH:8]=[C:9]([C:11]([OH:13])=[O:12])[S:10][C:5]2=[N:4][CH:3]=1. (3) Given the reactants [Br:1][C:2]1[C:3]([O:21]C)=[C:4]([C:17]([O:19]C)=[O:18])[C:5]2[N:6]=[CH:7][C:8]([C:12]3[S:13][CH:14]=[CH:15][N:16]=3)=[N:9][C:10]=2[CH:11]=1.B(Br)(Br)Br, predict the reaction product. The product is: [Br:1][C:2]1[C:3]([OH:21])=[C:4]([C:17]([OH:19])=[O:18])[C:5]2[N:6]=[CH:7][C:8]([C:12]3[S:13][CH:14]=[CH:15][N:16]=3)=[N:9][C:10]=2[CH:11]=1. (4) Given the reactants [CH3:1][O:2][C:3](=[O:30])[C:4]1[CH:9]=[C:8]([N+:10]([O-])=O)[C:7]([N:13]2[CH2:18][CH2:17][N:16]([C:19]3[CH:24]=[CH:23][CH:22]=[CH:21][C:20]=3[CH3:25])[CH2:15][CH2:14]2)=[CH:6][C:5]=1[C:26]([F:29])([F:28])[F:27], predict the reaction product. The product is: [CH3:1][O:2][C:3](=[O:30])[C:4]1[CH:9]=[C:8]([NH2:10])[C:7]([N:13]2[CH2:18][CH2:17][N:16]([C:19]3[CH:24]=[CH:23][CH:22]=[CH:21][C:20]=3[CH3:25])[CH2:15][CH2:14]2)=[CH:6][C:5]=1[C:26]([F:28])([F:29])[F:27].